From a dataset of Reaction yield outcomes from USPTO patents with 853,638 reactions. Predict the reaction yield, written as a fraction of the theoretical maximum amount of product (1.0 means a 100% yield; for example, 0.34 means a 34% yield). (1) The reactants are [F:1][C:2]1[CH:3]=[CH:4][C:5]([O:10][C:11]2[CH:16]=[C:15]([CH3:17])[C:14]([N+:18]([O-])=O)=[CH:13][N:12]=2)=[C:6]([CH:9]=1)[C:7]#[N:8].Cl.[N:22]([O-])=O.[Na+].[N+]([O-])([O-])=O.[Na+].CC([O-])=O.[K+]. The catalyst is CC(O)=O.O.CCOC(C)=O. The product is [F:1][C:2]1[CH:3]=[CH:4][C:5]([O:10][C:11]2[CH:16]=[C:15]3[CH:17]=[N:22][NH:18][C:14]3=[CH:13][N:12]=2)=[C:6]([CH:9]=1)[C:7]#[N:8]. The yield is 0.880. (2) The yield is 1.01. The product is [NH2:1][C:2]1[CH:3]=[C:4]([CH:15]=[CH:16][C:17]=1[F:18])[O:5][C:6]1[CH:7]=[CH:8][C:9]([C:12]([NH:32][CH3:30])=[O:14])=[N:10][CH:11]=1. The reactants are [NH2:1][C:2]1[CH:3]=[C:4]([CH:15]=[CH:16][C:17]=1[F:18])[O:5][C:6]1[CH:7]=[CH:8][C:9]([C:12]([OH:14])=O)=[N:10][CH:11]=1.CN.C1COCC1.C1C=CC2N(O)N=[N:32][C:30]=2C=1.Cl.C(N=C=NCCCN(C)C)C. The catalyst is CN(C=O)C.C(OCC)(=O)C. (3) The reactants are COC1C=C(C=CC=1OC)C[NH:7][C:8]1[N:13]2[N:14]=[C:15]([C:17]3[O:18][CH:19]=[CH:20][CH:21]=3)[N:16]=[C:12]2[CH:11]=[C:10]([C:22]2[CH:27]=[CH:26][CH:25]=[CH:24][CH:23]=2)[N:9]=1.C1(OC)C=CC=CC=1.FC(F)(F)S(O)(=O)=O.[OH-].[Na+]. The catalyst is FC(F)(F)C(O)=O.C(Cl)(Cl)Cl. The product is [NH2:7][C:8]1[N:13]2[N:14]=[C:15]([C:17]3[O:18][CH:19]=[CH:20][CH:21]=3)[N:16]=[C:12]2[CH:11]=[C:10]([C:22]2[CH:23]=[CH:24][CH:25]=[CH:26][CH:27]=2)[N:9]=1. The yield is 0.610. (4) The reactants are [F:1][C:2]1[CH:7]=[C:6]([CH3:8])[CH:5]=[CH:4][C:3]=1[NH:9][C:10]1[C:19]2[C:14](=[CH:15][C:16]([O:29][CH3:30])=[C:17]([C:20]3[CH2:21][CH2:22][N:23]([CH:26]([CH3:28])[CH3:27])[CH2:24][CH:25]=3)[CH:18]=2)[N:13]=[N:12][C:11]=1[C:31]([NH2:33])=[O:32].[ClH:34]. The catalyst is CO.[OH-].[OH-].[Pd+2].[C]. The product is [ClH:34].[F:1][C:2]1[CH:7]=[C:6]([CH3:8])[CH:5]=[CH:4][C:3]=1[NH:9][C:10]1[C:19]2[C:14](=[CH:15][C:16]([O:29][CH3:30])=[C:17]([CH:20]3[CH2:21][CH2:22][N:23]([CH:26]([CH3:28])[CH3:27])[CH2:24][CH2:25]3)[CH:18]=2)[N:13]=[N:12][C:11]=1[C:31]([NH2:33])=[O:32]. The yield is 0.860. (5) The reactants are Br[C:2]1[CH:7]=[CH:6][C:5]([Br:8])=[CH:4][N:3]=1.O.[NH2:10][NH2:11].CC(O)CC. The catalyst is O. The product is [Br:8][C:5]1[CH:6]=[CH:7][C:2]([NH:10][NH2:11])=[N:3][CH:4]=1. The yield is 0.870. (6) The reactants are [N:1]1[CH:6]=[CH:5][CH:4]=[CH:3][C:2]=1/[CH:7]=[CH:8]/[C:9]1[C:17]2[C:12](=[CH:13][C:14]([CH:18]=O)=[CH:15][CH:16]=2)[N:11]([CH:20]2[CH2:25][CH2:24][CH2:23][CH2:22][O:21]2)[N:10]=1.[NH:26]1[C:34]2[C:29](=[CH:30][CH:31]=[CH:32][CH:33]=2)[CH2:28][C:27]1=[O:35].N1CCCCC1. The catalyst is CO. The product is [N:1]1[CH:6]=[CH:5][CH:4]=[CH:3][C:2]=1/[CH:7]=[CH:8]/[C:9]1[C:17]2[C:12](=[CH:13][C:14](/[CH:18]=[C:28]3/[C:27](=[O:35])[NH:26][C:34]4[C:29]/3=[CH:30][CH:31]=[CH:32][CH:33]=4)=[CH:15][CH:16]=2)[N:11]([CH:20]2[CH2:25][CH2:24][CH2:23][CH2:22][O:21]2)[N:10]=1. The yield is 0.500.